Dataset: Reaction yield outcomes from USPTO patents with 853,638 reactions. Task: Predict the reaction yield, written as a fraction of the theoretical maximum amount of product (1.0 means a 100% yield; for example, 0.34 means a 34% yield). (1) The yield is 0.610. The product is [CH3:16][C:6]1[C:7]([CH:8]([CH2:13][CH2:14][CH3:15])[C:9]([O:11][CH3:12])=[O:10])=[C:2]([C:39]2[CH:40]=[C:41]3[C:36]([CH:35]=[CH:34][N:33]3[CH3:32])=[CH:37][CH:38]=2)[N:3]=[C:4]([C:17]2[CH:22]=[CH:21][CH:20]=[CH:19][CH:18]=2)[N:5]=1. The reactants are Cl[C:2]1[C:7]([CH:8]([CH2:13][CH2:14][CH3:15])[C:9]([O:11][CH3:12])=[O:10])=[C:6]([CH3:16])[N:5]=[C:4]([C:17]2[CH:22]=[CH:21][CH:20]=[CH:19][CH:18]=2)[N:3]=1.C(N(CC)C(C)C)(C)C.[CH3:32][N:33]1[C:41]2[C:36](=[CH:37][CH:38]=[C:39](B3OC(C)(C)C(C)(C)O3)[CH:40]=2)[CH:35]=[CH:34]1. The catalyst is COCCOC.O.C1C=CC([P]([Pd]([P](C2C=CC=CC=2)(C2C=CC=CC=2)C2C=CC=CC=2)([P](C2C=CC=CC=2)(C2C=CC=CC=2)C2C=CC=CC=2)[P](C2C=CC=CC=2)(C2C=CC=CC=2)C2C=CC=CC=2)(C2C=CC=CC=2)C2C=CC=CC=2)=CC=1. (2) The reactants are Cl.[NH2:2][C:3]1[CH:7]=[CH:6][N:5]([C:8]2[CH:13]=[CH:12][C:11]([C:14]3[CH:19]=[CH:18][CH:17]=[C:16]([O:20][CH3:21])[C:15]=3[OH:22])=[CH:10][CH:9]=2)[C:4]=1[C:23]([O:25][CH2:26][CH3:27])=[O:24].[F:28][C:29]1[CH:34]=[CH:33][CH:32]=[CH:31][C:30]=1[N:35]=[C:36]=[O:37]. The catalyst is C1(C)C=CC=CC=1. The product is [F:28][C:29]1[CH:34]=[CH:33][CH:32]=[CH:31][C:30]=1[NH:35][C:36]([NH:2][C:3]1[CH:7]=[CH:6][N:5]([C:8]2[CH:9]=[CH:10][C:11]([C:14]3[CH:19]=[CH:18][CH:17]=[C:16]([O:20][CH3:21])[C:15]=3[OH:22])=[CH:12][CH:13]=2)[C:4]=1[C:23]([O:25][CH2:26][CH3:27])=[O:24])=[O:37]. The yield is 0.820. (3) The reactants are [N+:1]([C:4]1[CH:5]=[C:6]([C:10]2[N:14]([CH3:15])[C:13]3[CH:16]=[CH:17][C:18]([C:20]([O:22][CH3:23])=[O:21])=[CH:19][C:12]=3[N:11]=2)[N:7]([CH3:9])[CH:8]=1)([O-])=O.C([O-])=O.[NH4+].[C:28](O[C:28]([O:30][C:31]([CH3:34])([CH3:33])[CH3:32])=[O:29])([O:30][C:31]([CH3:34])([CH3:33])[CH3:32])=[O:29]. The catalyst is CO.[OH-].[OH-].[Pd+2]. The product is [C:31]([O:30][C:28]([NH:1][C:4]1[CH:5]=[C:6]([C:10]2[N:14]([CH3:15])[C:13]3[CH:16]=[CH:17][C:18]([C:20]([O:22][CH3:23])=[O:21])=[CH:19][C:12]=3[N:11]=2)[N:7]([CH3:9])[CH:8]=1)=[O:29])([CH3:34])([CH3:33])[CH3:32]. The yield is 0.900. (4) The reactants are C([CH:9]([O:16][C:17]([NH:19][CH2:20][C:21]1([CH2:27][C:28]([OH:30])=[O:29])[CH2:26][CH2:25][CH2:24][CH2:23][CH2:22]1)=[O:18])[C:10]1[CH:15]=[CH:14][CH:13]=[CH:12][CH:11]=1)(=O)C1C=CC=CC=1.[CH:31]1[CH:36]=[C:35](Cl)[CH:34]=[C:33]([C:38]([O:40]O)=[O:39])[CH:32]=1.C([O-])(O)=O.[Na+].C(O)(=O)CC(CC(O)=O)(C(O)=O)O. The catalyst is C(Cl)Cl. The product is [C:38]([O:40][CH:9]([O:16][C:17]([NH:19][CH2:20][C:21]1([CH2:27][C:28]([OH:30])=[O:29])[CH2:22][CH2:23][CH2:24][CH2:25][CH2:26]1)=[O:18])[C:10]1[CH:11]=[CH:12][CH:13]=[CH:14][CH:15]=1)(=[O:39])[C:33]1[CH:34]=[CH:35][CH:36]=[CH:31][CH:32]=1. The yield is 0.490.